Dataset: Forward reaction prediction with 1.9M reactions from USPTO patents (1976-2016). Task: Predict the product of the given reaction. (1) The product is: [CH3:1][O:2][C:3]1[CH:4]=[C:5]2[C:10](=[CH:11][C:12]=1[O:13][CH2:14][CH:15]1[CH2:20][CH2:19][NH:18][CH2:17][CH2:16]1)[N:9]=[CH:8][N:7]=[C:6]2[O:28][C:29]1[CH:30]=[C:31]2[C:35](=[CH:36][CH:37]=1)[NH:34][C:33]([CH3:38])=[CH:32]2. Given the reactants [CH3:1][O:2][C:3]1[CH:4]=[C:5]2[C:10](=[CH:11][C:12]=1[O:13][CH2:14][CH:15]1[CH2:20][CH2:19][N:18](C(OC(C)(C)C)=O)[CH2:17][CH2:16]1)[N:9]=[CH:8][N:7]=[C:6]2[O:28][C:29]1[CH:30]=[C:31]2[C:35](=[CH:36][CH:37]=1)[NH:34][C:33]([CH3:38])=[CH:32]2.C(O)(C(F)(F)F)=O, predict the reaction product. (2) Given the reactants [NH2:1][C:2]([C:5]1[CH:10]=[CH:9][C:8]([C:11]2[C:16]([C:17]#[N:18])=[CH:15][N:14]=[C:13]([NH:19][C:20]3[CH:25]=[CH:24][C:23]([F:26])=[CH:22][CH:21]=3)[N:12]=2)=[CH:7][CH:6]=1)([CH3:4])[CH3:3].C(=O)([O-])[O-].[K+].[K+].Br[CH2:34][CH2:35][CH2:36][CH2:37]Br, predict the reaction product. The product is: [C:17]([C:16]1[C:11]([C:8]2[CH:9]=[CH:10][C:5]([C:2]([CH3:4])([N:1]3[CH2:37][CH2:36][CH2:35][CH2:34]3)[CH3:3])=[CH:6][CH:7]=2)=[N:12][C:13]([NH:19][C:20]2[CH:21]=[CH:22][C:23]([F:26])=[CH:24][CH:25]=2)=[N:14][CH:15]=1)#[N:18]. (3) The product is: [CH2:29]([C@H:28]([C:27]([N:22]1[C@@H:21]([CH:18]([CH3:20])[CH3:19])[CH2:25][O:24][C:23]1=[O:26])=[O:36])[C@@H:66]([CH:56]1[CH2:55][C@@H:54]([O:53][CH2:46][C:47]2[CH:48]=[CH:49][CH:50]=[CH:51][CH:52]=2)[CH2:58][N:57]1[C:59]([O:61][C:62]([CH3:65])([CH3:64])[CH3:63])=[O:60])[OH:67])[C:30]1[CH:31]=[CH:32][CH:33]=[CH:34][CH:35]=1. Given the reactants B(OS(C(F)(F)F)(=O)=O)(CCCC)CCCC.[CH:18]([C@H:21]1[CH2:25][O:24][C:23](=[O:26])[N:22]1[C:27](=[O:36])[CH2:28][CH2:29][C:30]1[CH:35]=[CH:34][CH:33]=[CH:32][CH:31]=1)([CH3:20])[CH3:19].CCN(C(C)C)C(C)C.[CH2:46]([O:53][C@H:54]1[CH2:58][N:57]([C:59]([O:61][C:62]([CH3:65])([CH3:64])[CH3:63])=[O:60])[C@H:56]([CH:66]=[O:67])[CH2:55]1)[C:47]1[CH:52]=[CH:51][CH:50]=[CH:49][CH:48]=1.P([O-])([O-])([O-])=O.OO, predict the reaction product. (4) Given the reactants O1CCCC1.[F:6][C:7]([F:20])([F:19])[C:8]1[CH:9]=[C:10]([C:14]2[N:15]=[CH:16][NH:17][CH:18]=2)[CH:11]=[CH:12][CH:13]=1.[H-].[Na+].[CH3:23][Si:24]([CH3:31])([CH3:30])[CH2:25][CH2:26][O:27][CH2:28]Cl, predict the reaction product. The product is: [F:20][C:7]([F:6])([F:19])[C:8]1[CH:9]=[C:10]([C:14]2[N:15]=[CH:16][N:17]([CH2:28][O:27][CH2:26][CH2:25][Si:24]([CH3:31])([CH3:30])[CH3:23])[CH:18]=2)[CH:11]=[CH:12][CH:13]=1. (5) Given the reactants [C:1]([O:5][C:6]([C:8]1[CH:9]=[C:10]([C:14]2[CH:19]=[CH:18][N+:17]([O-])=[CH:16][C:15]=2[CH3:21])[CH:11]=[CH:12][CH:13]=1)=[O:7])([CH3:4])([CH3:3])[CH3:2].CC1C=CC(S(Cl)(=O)=O)=CC=1.C(C[NH2:36])O, predict the reaction product. The product is: [NH2:36][C:18]1[CH:19]=[C:14]([C:10]2[CH:9]=[C:8]([CH:13]=[CH:12][CH:11]=2)[C:6]([O:5][C:1]([CH3:4])([CH3:3])[CH3:2])=[O:7])[C:15]([CH3:21])=[CH:16][N:17]=1.